From a dataset of Full USPTO retrosynthesis dataset with 1.9M reactions from patents (1976-2016). Predict the reactants needed to synthesize the given product. (1) Given the product [NH2:1][C:2]1[C:27]([NH2:28])=[CH:26][CH:25]=[C:24]2[C:3]=1[C:4](=[O:31])[O:5][C:6]12[C:7]2[CH:8]=[C:9]([F:23])[C:10]([OH:22])=[CH:11][C:12]=2[O:13][C:14]2[C:19]1=[CH:18][C:17]([F:20])=[C:16]([OH:21])[CH:15]=2, predict the reactants needed to synthesize it. The reactants are: [NH2:1][C:2]1[C:27]([N+:28]([O-])=O)=[CH:26][CH:25]=[C:24]2[C:3]=1[C:4](=[O:31])[O:5][C:6]12[C:19]2[CH:18]=[C:17]([F:20])[C:16]([OH:21])=[CH:15][C:14]=2[O:13][C:12]2[C:7]1=[CH:8][C:9]([F:23])=[C:10]([OH:22])[CH:11]=2.Cl. (2) Given the product [C:34]([O-:38])(=[O:37])[CH:35]=[CH2:36].[C:34]([O-:38])(=[O:37])[CH:35]=[CH2:36].[C:34]([O-:38])(=[O:37])[CH:35]=[CH2:36].[Al+3:13], predict the reactants needed to synthesize it. The reactants are: C([O-])(C)C.C([O-])(C)C.C([O-])(C)C.[Al+3:13].C(OCCOCCO)CCC.COC1C=CC(O)=CC=1.[C:34]([OH:38])(=[O:37])[CH:35]=[CH2:36]. (3) The reactants are: [NH2:1][C@H:2]1[CH2:7][CH2:6][C@H:5]([NH:8][C:9]2[CH:10]=[C:11]([CH:17]=[CH:18][C:19]=2[C:20]#[N:21])[C:12]([O:14][CH2:15][CH3:16])=[O:13])[CH2:4][CH2:3]1.C(=O)([O-])[O-].[K+].[K+].Br[CH2:29][CH2:30][CH2:31][CH2:32][CH2:33]Br.O. Given the product [C:20]([C:19]1[CH:18]=[CH:17][C:11]([C:12]([O:14][CH2:15][CH3:16])=[O:13])=[CH:10][C:9]=1[NH:8][C@H:5]1[CH2:6][CH2:7][C@H:2]([N:1]2[CH2:33][CH2:32][CH2:31][CH2:30][CH2:29]2)[CH2:3][CH2:4]1)#[N:21], predict the reactants needed to synthesize it. (4) Given the product [Cl:1][C:2]1[N:3]=[C:4]([N:25]2[CH2:26][CH2:27][O:28][CH2:29][C@@H:24]2[CH3:23])[C:5]2[CH2:10][O:9][C:8]([CH3:12])([CH3:11])[C:6]=2[N:7]=1, predict the reactants needed to synthesize it. The reactants are: [Cl:1][C:2]1[N:3]=[C:4](Cl)[C:5]2[CH2:10][O:9][C:8]([CH3:12])([CH3:11])[C:6]=2[N:7]=1.CCN(C(C)C)C(C)C.[CH3:23][C@H:24]1[CH2:29][O:28][CH2:27][CH2:26][NH:25]1.[NH4+].[Cl-]. (5) Given the product [NH:19]1[CH:18]=[C:17]([C:13]2[CH:12]=[C:11]3[C:16](=[CH:15][CH:14]=2)[N:8]([CH2:7][CH:5]2[CH2:4][N:3]([C:28](=[O:37])[CH2:29][CH2:30][C:31]4[CH:32]=[CH:33][CH:34]=[CH:35][CH:36]=4)[C:2]([CH3:38])([CH3:1])[CH2:6]2)[N:9]=[CH:10]3)[CH:21]=[N:20]1, predict the reactants needed to synthesize it. The reactants are: [CH3:1][C:2]1([CH3:38])[CH2:6][CH:5]([CH2:7][N:8]2[C:16]3[C:11](=[CH:12][C:13]([C:17]4[CH:18]=[N:19][N:20](C5CCCCO5)[CH:21]=4)=[CH:14][CH:15]=3)[CH:10]=[N:9]2)[CH2:4][N:3]1[C:28](=[O:37])[CH2:29][CH2:30][C:31]1[CH:36]=[CH:35][CH:34]=[CH:33][CH:32]=1.C1(C)C=CC(S(O)(=O)=O)=CC=1.C(=O)(O)[O-].[Na+]. (6) Given the product [C@H:12]12[CH2:14][CH:9]([NH:8][CH2:13]1)[CH2:10][N:11]2[C:15](=[O:43])[CH2:16][NH:17][C:18](=[O:42])[C:19]1[CH:20]=[CH:21][C:22]([S:25](=[O:40])(=[O:41])[NH:26][C:27]2[CH:32]=[CH:31][CH:30]=[CH:29][C:28]=2[O:33][C:34]2[CH:35]=[CH:36][CH:37]=[CH:38][CH:39]=2)=[CH:23][CH:24]=1, predict the reactants needed to synthesize it. The reactants are: C([N:8]1[CH2:13][C@@H:12]2[CH2:14][CH:9]1[CH2:10][N:11]2[C:15](=[O:43])[CH2:16][NH:17][C:18](=[O:42])[C:19]1[CH:24]=[CH:23][C:22]([S:25](=[O:41])(=[O:40])[NH:26][C:27]2[CH:32]=[CH:31][CH:30]=[CH:29][C:28]=2[O:33][C:34]2[CH:39]=[CH:38][CH:37]=[CH:36][CH:35]=2)=[CH:21][CH:20]=1)C1C=CC=CC=1.